From a dataset of Catalyst prediction with 721,799 reactions and 888 catalyst types from USPTO. Predict which catalyst facilitates the given reaction. (1) Reactant: [C:1]1([CH:7]([C:31]2[CH:36]=[CH:35][CH:34]=[CH:33][CH:32]=2)[CH2:8][CH2:9][N:10]([CH2:23][CH2:24][N:25]2[CH2:30][CH2:29][O:28][CH2:27][CH2:26]2)[C:11](=[O:22])[NH:12][C:13]2[CH:14]=[C:15]([CH:19]=[CH:20][CH:21]=2)[C:16]([OH:18])=[O:17])[CH:6]=[CH:5][CH:4]=[CH:3][CH:2]=1.CN(C=O)C.C([O-])([O-])=O.[K+].[K+].I[CH:49]([CH3:51])[CH3:50]. Product: [CH:49]([O:17][C:16](=[O:18])[C:15]1[CH:19]=[CH:20][CH:21]=[C:13]([NH:12][C:11]([N:10]([CH2:9][CH2:8][CH:7]([C:1]2[CH:6]=[CH:5][CH:4]=[CH:3][CH:2]=2)[C:31]2[CH:32]=[CH:33][CH:34]=[CH:35][CH:36]=2)[CH2:23][CH2:24][N:25]2[CH2:30][CH2:29][O:28][CH2:27][CH2:26]2)=[O:22])[CH:14]=1)([CH3:51])[CH3:50]. The catalyst class is: 21. (2) Reactant: C([O:8][C:9](=[O:44])[CH:10]([O:41][CH2:42][CH3:43])[CH2:11][C:12]1[CH:17]=[CH:16][C:15]([O:18][C:19](=[O:33])[CH2:20][C:21]2[N:22]=[C:23]([C:27]3[CH:32]=[CH:31][CH:30]=[CH:29][CH:28]=3)[O:24][C:25]=2[CH3:26])=[C:14]([CH2:34][C:35]2[CH:40]=[CH:39][CH:38]=[CH:37][CH:36]=2)[CH:13]=1)C1C=CC=CC=1.CCO. Product: [CH2:34]([C:14]1[CH:13]=[C:12]([CH2:11][CH:10]([O:41][CH2:42][CH3:43])[C:9]([OH:44])=[O:8])[CH:17]=[CH:16][C:15]=1[O:18][C:19](=[O:33])[CH2:20][C:21]1[N:22]=[C:23]([C:27]2[CH:32]=[CH:31][CH:30]=[CH:29][CH:28]=2)[O:24][C:25]=1[CH3:26])[C:35]1[CH:40]=[CH:39][CH:38]=[CH:37][CH:36]=1. The catalyst class is: 25. (3) Reactant: [F:1][C:2]1[CH:7]=[CH:6][C:5]([C@H:8]2[NH:13][CH2:12][C@@H:11]([CH3:14])[O:10][CH2:9]2)=[CH:4][CH:3]=1.Cl[C:16]1[N:26]=[CH:25][C:19]2[O:20][CH2:21][C:22](=[O:24])[NH:23][C:18]=2[CH:17]=1. Product: [F:1][C:2]1[CH:3]=[CH:4][C:5]([C@@H:8]2[CH2:9][O:10][C@H:11]([CH3:14])[CH2:12][N:13]2[C:16]2[N:26]=[CH:25][C:19]3[O:20][CH2:21][C:22](=[O:24])[NH:23][C:18]=3[CH:17]=2)=[CH:6][CH:7]=1. The catalyst class is: 16. (4) Reactant: [F:1][C:2]1([F:23])[C@@H:7]([C:8]2[CH:13]=[CH:12][C:11]([O:14][CH3:15])=[CH:10][CH:9]=2)[CH2:6][CH2:5][N:4](C(OC(C)(C)C)=O)[CH2:3]1.[C:24]([OH:30])([C:26]([F:29])([F:28])[F:27])=[O:25]. Product: [F:27][C:26]([F:29])([F:28])[C:24]([OH:30])=[O:25].[F:23][C:2]1([F:1])[CH:7]([C:8]2[CH:13]=[CH:12][C:11]([O:14][CH3:15])=[CH:10][CH:9]=2)[CH2:6][CH2:5][NH:4][CH2:3]1. The catalyst class is: 2.